This data is from Forward reaction prediction with 1.9M reactions from USPTO patents (1976-2016). The task is: Predict the product of the given reaction. (1) Given the reactants [CH3:1][C:2]1[CH:7]=[C:6]([C:8]2[CH:13]=[CH:12][C:11]([C:14]([F:17])([F:16])[F:15])=[CH:10][CH:9]=2)[C:5]([C:18](Cl)=[O:19])=[CH:4][CH:3]=1.[NH2:21][C:22]1[CH:27]=[CH:26][C:25]([C:28](=[O:30])[CH3:29])=[CH:24][CH:23]=1.C(N(CC)CC)C.C(OCC)(=O)C, predict the reaction product. The product is: [C:28]([C:25]1[CH:26]=[CH:27][C:22]([NH:21][C:18]([C:5]2[C:6]([C:8]3[CH:13]=[CH:12][C:11]([C:14]([F:17])([F:16])[F:15])=[CH:10][CH:9]=3)=[CH:7][C:2]([CH3:1])=[CH:3][CH:4]=2)=[O:19])=[CH:23][CH:24]=1)(=[O:30])[CH3:29]. (2) Given the reactants [NH2:1][C:2]1[C:7]2[C:8](=[O:29])[N:9]([C:14]3[CH:19]=[CH:18][C:17]([O:20]CC4C=CC=CC=4)=[C:16]([F:28])[CH:15]=3)[CH2:10][C@@H:11]([CH3:13])[O:12][C:6]=2[N:5]=[CH:4][N:3]=1, predict the reaction product. The product is: [NH2:1][C:2]1[C:7]2[C:8](=[O:29])[N:9]([C:14]3[CH:19]=[CH:18][C:17]([OH:20])=[C:16]([F:28])[CH:15]=3)[CH2:10][C@@H:11]([CH3:13])[O:12][C:6]=2[N:5]=[CH:4][N:3]=1. (3) Given the reactants [O:1]=[C:2]1[CH:7]2[CH:5]3[CH:6]2[CH2:8][CH:3]1[CH:4]3[C:9]1[NH:17][C:16]2[C:15](=[O:18])[N:14]([CH2:19][CH2:20][CH3:21])[C:13](=[O:22])[N:12]([CH2:23][CH2:24][CH3:25])[C:11]=2[N:10]=1.[NH2:26]OS(O)(=O)=O.C([O-])(O)=O.[Na+], predict the reaction product. The product is: [O:1]=[C:2]1[NH:26][CH:3]2[CH2:8][CH:6]3[CH:5]([CH:4]2[C:9]2[NH:17][C:16]4[C:15](=[O:18])[N:14]([CH2:19][CH2:20][CH3:21])[C:13](=[O:22])[N:12]([CH2:23][CH2:24][CH3:25])[C:11]=4[N:10]=2)[CH:7]13.